Predict the reaction yield, written as a fraction of the theoretical maximum amount of product (1.0 means a 100% yield; for example, 0.34 means a 34% yield). From a dataset of Reaction yield outcomes from USPTO patents with 853,638 reactions. (1) The product is [C:2]([N:6]1[C:18]([CH3:19])=[C:12]([C:13]([O:15][CH2:16][CH3:17])=[O:14])[CH:11]=[N:7]1)([CH3:5])([CH3:4])[CH3:3]. The catalyst is C(O)C.CCOCC. The yield is 0.650. The reactants are Cl.[C:2]([NH:6][NH2:7])([CH3:5])([CH3:4])[CH3:3].CN([CH:11]=[C:12]([C:18](=O)[CH3:19])[C:13]([O:15][CH2:16][CH3:17])=[O:14])C. (2) The reactants are [H-].[Na+].[NH:3]1[CH:7]=[CH:6][N:5]=[CH:4]1.Br[CH2:9][CH:10]([C:12]1[CH:17]=[CH:16][CH:15]=[CH:14][C:13]=1[Cl:18])[OH:11]. The catalyst is O1CCCC1. The product is [Cl:18][C:13]1[CH:14]=[CH:15][CH:16]=[CH:17][C:12]=1[CH:10]([OH:11])[CH2:9][C:4]1[NH:3][CH:7]=[CH:6][N:5]=1. The yield is 0.380. (3) The reactants are [CH:1]1([C:6]([C:9]2[C:21]3[CH2:20][C:19]4[C:14](=[CH:15][C:16]([C:22]([CH3:25])([CH3:24])[CH3:23])=[CH:17][CH:18]=4)[C:13]=3[CH:12]=[C:11]([C:26]([CH3:29])([CH3:28])[CH3:27])[CH:10]=2)([CH3:8])[CH3:7])[CH:5]=[CH:4][CH:3]=[CH:2]1.[Li]CCCC.Cl[Si:36]([CH3:39])([CH3:38])[CH3:37]. The catalyst is C1COCC1. The product is [CH3:37][Si:36]([CH3:39])([CH3:38])[C:3]1[CH:4]=[CH:5][CH:1]([C:6]([C:9]2[C:21]3[CH2:20][C:19]4[C:14](=[CH:15][C:16]([C:22]([CH3:25])([CH3:24])[CH3:23])=[CH:17][CH:18]=4)[C:13]=3[CH:12]=[C:11]([C:26]([CH3:29])([CH3:28])[CH3:27])[CH:10]=2)([CH3:8])[CH3:7])[CH:2]=1. The yield is 0.840. (4) The reactants are [CH2:1]([C:5]1[N:6]([CH2:29][C:30]2[CH:35]=[CH:34][CH:33]=[CH:32][C:31]=2[Cl:36])[C:7]([CH2:10][C:11]([CH2:22][C:23]2[CH:28]=[CH:27][CH:26]=[CH:25][CH:24]=2)(C(OCC)=O)[C:12]([O:14]CC)=[O:13])=[CH:8][N:9]=1)[CH2:2][CH2:3][CH3:4].[OH-].[K+].O. The catalyst is C(O)C. The product is [CH2:1]([C:5]1[N:6]([CH2:29][C:30]2[CH:35]=[CH:34][CH:33]=[CH:32][C:31]=2[Cl:36])[C:7]([CH2:10][CH:11]([CH2:22][C:23]2[CH:28]=[CH:27][CH:26]=[CH:25][CH:24]=2)[C:12]([OH:14])=[O:13])=[CH:8][N:9]=1)[CH2:2][CH2:3][CH3:4]. The yield is 0.860. (5) The reactants are [C:1]1(=[O:11])[C:9]2[C:4](=[CH:5][CH:6]=[CH:7][CH:8]=2)[C:3](=[O:10])O1.[CH2:12]1[CH:17]([NH2:18])[CH2:16][CH2:15][CH:14]([OH:19])[CH2:13]1.O. The catalyst is C1(C)C=CC=CC=1.CN(C=O)C. The product is [CH2:16]1[CH:17]([N:18]2[C:3](=[O:10])[C:4]3[C:9](=[CH:8][CH:7]=[CH:6][CH:5]=3)[C:1]2=[O:11])[CH2:12][CH2:13][CH:14]([OH:19])[CH2:15]1. The yield is 0.810. (6) The reactants are C([O:4][C@H:5]1[C@H:9]([O:10][C:11](=[O:18])[C:12]2[CH:17]=[CH:16][CH:15]=[CH:14][CH:13]=2)[C@H:8]([CH2:19][O:20][C:21](=[O:28])[C:22]2[CH:27]=[CH:26][CH:25]=[CH:24][CH:23]=2)[O:7][C@@H:6]1[N:29]1[CH:37]=[N:36][C:35]2[C:30]1=[N:31][CH:32]=[N:33][C:34]=2[NH2:38])(=O)C.O.NN. The catalyst is N1C=CC=CC=1. The product is [C:11]([O:10][C@@H:9]1[C@H:8]([CH2:19][O:20][C:21](=[O:28])[C:22]2[CH:23]=[CH:24][CH:25]=[CH:26][CH:27]=2)[O:7][C@H:6]([N:29]2[CH:37]=[N:36][C:35]3[C:30]2=[N:31][CH:32]=[N:33][C:34]=3[NH2:38])[C@H:5]1[OH:4])(=[O:18])[C:12]1[CH:13]=[CH:14][CH:15]=[CH:16][CH:17]=1. The yield is 0.680.